Task: Predict the reaction yield, written as a fraction of the theoretical maximum amount of product (1.0 means a 100% yield; for example, 0.34 means a 34% yield).. Dataset: Reaction yield outcomes from USPTO patents with 853,638 reactions (1) The reactants are CCN=C=NCCCN(C)C.Cl.[C:13]([O:16][C:17]1[CH:25]=[CH:24][C:23]([Cl:26])=[CH:22][C:18]=1[C:19]([OH:21])=O)(=[O:15])[CH3:14].Cl.[NH2:28][CH2:29][C:30]([NH:32][C:33]1[CH:38]=[C:37]([C:39]([F:42])([F:41])[F:40])[CH:36]=[C:35]([C:43]([F:46])([F:45])[F:44])[CH:34]=1)=[O:31].ON1C2C=CC=CC=2N=N1.Cl. The catalyst is CN(C)C=O. The product is [C:13]([O:16][C:17]1[CH:25]=[CH:24][C:23]([Cl:26])=[CH:22][C:18]=1[C:19]([NH:28][CH2:29][C:30](=[O:31])[NH:32][C:33]1[CH:38]=[C:37]([C:39]([F:42])([F:41])[F:40])[CH:36]=[C:35]([C:43]([F:44])([F:45])[F:46])[CH:34]=1)=[O:21])(=[O:15])[CH3:14]. The yield is 0.693. (2) The reactants are [N+:1]([C:4]1[CH:5]=[N:6][NH:7][CH:8]=1)([O-:3])=[O:2].C(=O)([O-])[O-].[Cs+].[Cs+].Cl[CH2:16][C:17]1[C:18]([CH3:23])=[N:19][O:20][C:21]=1[CH3:22]. The catalyst is CN(C=O)C.O. The product is [CH3:23][C:18]1[C:17]([CH2:16][N:6]2[CH:5]=[C:4]([N+:1]([O-:3])=[O:2])[CH:8]=[N:7]2)=[C:21]([CH3:22])[O:20][N:19]=1. The yield is 0.670. (3) The yield is 1.13. The reactants are [CH2:1]([C:3]1[C:11]2[N:10]3[C:12]([CH3:15])=[N:13][CH:14]=[C:9]3[CH:8]=[N:7][C:6]=2[N:5]([CH2:16][O:17][CH2:18][CH2:19][Si:20]([CH3:23])([CH3:22])[CH3:21])[C:4]=1[C:24]1[CH:29]=[CH:28][C:27]([C:30](=[O:32])[CH3:31])=[CH:26][CH:25]=1)[CH3:2].[CH3:33][Mg]Cl.[NH4+].[Cl-]. The catalyst is C1COCC1.O.CCOC(C)=O. The product is [CH2:1]([C:3]1[C:11]2[N:10]3[C:12]([CH3:15])=[N:13][CH:14]=[C:9]3[CH:8]=[N:7][C:6]=2[N:5]([CH2:16][O:17][CH2:18][CH2:19][Si:20]([CH3:23])([CH3:22])[CH3:21])[C:4]=1[C:24]1[CH:25]=[CH:26][C:27]([C:30]([OH:32])([CH3:33])[CH3:31])=[CH:28][CH:29]=1)[CH3:2].